From a dataset of hERG Central: cardiac toxicity at 1µM, 10µM, and general inhibition. Predict hERG channel inhibition at various concentrations. (1) The molecule is COC(=O)c1ccc(CSc2ccc3nnc(-c4ccccn4)n3n2)o1. Results: hERG_inhib (hERG inhibition (general)): blocker. (2) The molecule is COc1cccc(CN2CC(C(=O)N3CCN(c4ccc(Cl)cc4)CC3)CCC2=O)c1. Results: hERG_inhib (hERG inhibition (general)): blocker. (3) The compound is Cc1cc(F)ccc1N1CCC(N2CCN(CCC(C)C)C(CCO)C2)CC1. Results: hERG_inhib (hERG inhibition (general)): blocker. (4) The molecule is CCn1nc(C(=O)N2CCN(Cc3nc4ccccc4s3)CC2)c2ccccc2c1=O. Results: hERG_inhib (hERG inhibition (general)): blocker. (5) The compound is COc1ccccc1Nc1nc(N)nc(CN2CCN(Cc3ccccc3)CC2)n1. Results: hERG_inhib (hERG inhibition (general)): blocker.